From a dataset of Reaction yield outcomes from USPTO patents with 853,638 reactions. Predict the reaction yield, written as a fraction of the theoretical maximum amount of product (1.0 means a 100% yield; for example, 0.34 means a 34% yield). (1) The reactants are [Br:1][C:2]1[C:3]([CH3:11])=[N:4][CH:5]=[C:6]([N+:8]([O-])=O)[CH:7]=1.O.[NH4+].[Cl-]. The catalyst is CCO.[Fe]. The product is [Br:1][C:2]1[CH:7]=[C:6]([NH2:8])[CH:5]=[N:4][C:3]=1[CH3:11]. The yield is 0.770. (2) The reactants are Cl[C:2]1[NH:6][C:5]2[CH:7]=[CH:8][CH:9]=[CH:10][C:4]=2[N:3]=1.[CH3:11][NH2:12].CCO. The catalyst is CC(C)=O. The product is [CH3:11][NH:12][C:2]1[NH:6][C:5]2[CH:7]=[CH:8][CH:9]=[CH:10][C:4]=2[N:3]=1. The yield is 0.510. (3) The product is [OH:4][S:2]([C:5]([F:8])([F:7])[F:6])(=[O:3])=[O:1].[CH3:29][N:23]1[C:24]([CH:27]=[CH:50][CH:39]([C:40]2[S:41][C:42]3[CH:48]=[CH:47][CH:46]=[CH:45][C:43]=3[N:44]=2)[C:31]2[S:30][C:34]3[CH:35]=[CH:36][CH:37]=[CH:38][C:33]=3[N:32]=2)=[CH:25][CH:26]=[C:22]1[CH:21]=[CH:20][C:13]1[C:14]2[C:19](=[CH:18][CH:17]=[CH:16][CH:15]=2)[N:10]([CH3:9])[CH2:11][CH:12]=1. The reactants are [OH:1][S:2]([C:5]([F:8])([F:7])[F:6])(=[O:4])=[O:3].[CH3:9][N:10]1[C:19]2[C:14](=[CH:15][CH:16]=[CH:17][CH:18]=2)[C:13]([CH:20]=[CH:21][C:22]2[N:23]([CH3:29])[C:24]([CH:27]=O)=[CH:25][CH:26]=2)=[CH:12][CH2:11]1.[S:30]1[C:34]2[CH:35]=[CH:36][CH:37]=[CH:38][C:33]=2[N:32]=[C:31]1[CH2:39][C:40]1[S:41][C:42]2[CH:48]=[CH:47][CH:46]=[CH:45][C:43]=2[N:44]=1.N1CCCC[CH2:50]1. The yield is 0.485. The catalyst is C(O)C. (4) The reactants are [O:1]1[C:6]([C:7]2[CH:12]=[CH:11][N:10]=[CH:9][C:8]=2[N+:13]([O-])=O)=[CH:5][CH2:4][CH2:3][CH2:2]1. The catalyst is CO.[Pd]. The product is [O:1]1[CH2:2][CH2:3][CH2:4][CH2:5][CH:6]1[C:7]1[CH:12]=[CH:11][N:10]=[CH:9][C:8]=1[NH2:13]. The yield is 0.710. (5) The reactants are [CH:1]1([C:4]([N:6]2[CH2:11][CH2:10][N:9]([C:12]([C:14]3[CH:21]=[CH:20][C:17](C=O)=[CH:16][CH:15]=3)=[O:13])[CH2:8][CH2:7]2)=[O:5])[CH2:3][CH2:2]1.[CH2:22]([O:24][CH:25]([O:44][CH2:45][CH3:46])[C:26]1[CH:43]=[CH:42][C:29]([CH:30]=[N:31][C:32]2[CH:40]=[CH:39][CH:38]=[C:37]3[C:33]=2[CH2:34][O:35][C:36]3=[O:41])=[CH:28][CH:27]=1)[CH3:23].[CH3:47][O-:48].[Na+].[CH3:50]O. The catalyst is C(OCC)(=O)CC. The product is [CH:1]1([C:4]([N:6]2[CH2:11][CH2:10][N:9]([C:12]([C:14]3[CH:21]=[CH:20][C:17]([CH:50]4[C:47](=[O:48])[C:33]5[C:37]([C:36]([O:35][CH3:34])=[O:41])=[CH:38][CH:39]=[CH:40][C:32]=5[NH:31][CH:30]4[C:29]4[CH:28]=[CH:27][C:26]([CH:25]([O:44][CH2:45][CH3:46])[O:24][CH2:22][CH3:23])=[CH:43][CH:42]=4)=[CH:16][CH:15]=3)=[O:13])[CH2:8][CH2:7]2)=[O:5])[CH2:2][CH2:3]1. The yield is 0.260. (6) The reactants are Cl.C[O:3][C:4](=[O:38])[C:5]1[CH:10]=[CH:9][C:8](OC2C=CC(C[C@H](N)C3N(CCCC)C=C(C4C=CC(Cl)=CC=4Cl)N=3)=CC=2)=[CH:7][CH:6]=1.COC1C=CC=CC=1CC(O)=O. No catalyst specified. The product is [C:4]([OH:38])(=[O:3])[C:5]1[CH:10]=[CH:9][CH:8]=[CH:7][CH:6]=1. The yield is 0.630. (7) The reactants are [C:1]([NH:4][CH:5]([CH2:9][SH:10])[C:6]([OH:8])=[O:7])(=[O:3])[CH3:2].[OH:11][C:12]1C2N=NNC=2C=CC=1.[CH2:33]1[CH2:34][CH2:35][CH:30]([N:29]=C=[N:29][CH:30]2[CH2:35][CH2:34][CH2:33][CH2:32][CH2:31]2)[CH2:31][CH2:32]1.CN(C)C=[O:39]. The catalyst is C(OCC)(=O)C. The product is [NH2:29][C:30]1[CH:31]=[CH:32][C:33]([O:7][C:6](=[O:8])[CH:5]([NH:4][C:1](=[O:3])[CH3:2])[CH2:9][SH:10])=[C:34]([CH:35]=1)[C:12]([OH:11])=[O:39]. The yield is 0.520.